This data is from Full USPTO retrosynthesis dataset with 1.9M reactions from patents (1976-2016). The task is: Predict the reactants needed to synthesize the given product. (1) Given the product [CH3:30][C:19]1[C:18]([CH3:31])=[C:17]([O:12][CH2:11][C:10]2[C:4]3[O:3][C:2]([CH3:1])=[CH:6][C:5]=3[CH:7]=[C:8]([C:13]#[C:14][CH3:15])[CH:9]=2)[CH:22]=[CH:21][C:20]=1[CH2:23][CH2:24][C:25]([O:27][CH2:28][CH3:29])=[O:26], predict the reactants needed to synthesize it. The reactants are: [CH3:1][C:2]1[O:3][C:4]2[C:10]([CH2:11][OH:12])=[CH:9][C:8]([C:13]#[C:14][CH3:15])=[CH:7][C:5]=2[CH:6]=1.O[C:17]1[CH:22]=[CH:21][C:20]([CH2:23][CH2:24][C:25]([O:27][CH2:28][CH3:29])=[O:26])=[C:19]([CH3:30])[C:18]=1[CH3:31].P(CCCC)(CCCC)CCCC.C1CCN(C(N=NC(N2CCCCC2)=O)=O)CC1. (2) Given the product [OH:12][C@H:13]([CH2:14][C:15]1[CH:20]=[CH:19][CH:18]=[CH:17][CH:16]=1)[C@@H:10]([CH2:1][CH2:2][CH2:3][CH2:4][CH2:5][CH2:6][CH2:7][CH:8]=[CH2:9])[C:11]([NH2:22])=[O:21], predict the reactants needed to synthesize it. The reactants are: [CH2:1]([C@@H:10]1[C@@H:13]([CH2:14][C:15]2[CH:20]=[CH:19][CH:18]=[CH:17][CH:16]=2)[O:12][C:11]1=[O:21])[CH2:2][CH2:3][CH2:4][CH2:5][CH2:6][CH2:7][CH:8]=[CH2:9].[NH3:22].